From a dataset of Forward reaction prediction with 1.9M reactions from USPTO patents (1976-2016). Predict the product of the given reaction. (1) Given the reactants N[C:2]1[CH:7]=[CH:6][C:5]([C:8]2[CH2:12][C:11]([C:17]3[CH:22]=[C:21]([Cl:23])[CH:20]=[C:19]([Cl:24])[CH:18]=3)([C:13]([F:16])([F:15])[F:14])[O:10][N:9]=2)=[CH:4][C:3]=1[O:25][CH:26]([F:28])[F:27].Cl.N([O-])=O.[Na+].[I-:34].[K+].NC(N)=O.S([O-])([O-])=O.[Na+].[Na+], predict the reaction product. The product is: [Cl:24][C:19]1[CH:18]=[C:17]([C:11]2([C:13]([F:16])([F:15])[F:14])[O:10][N:9]=[C:8]([C:5]3[CH:6]=[CH:7][C:2]([I:34])=[C:3]([O:25][CH:26]([F:28])[F:27])[CH:4]=3)[CH2:12]2)[CH:22]=[C:21]([Cl:23])[CH:20]=1. (2) The product is: [CH2:16]([O:18][C:19]([C:20]1[C:11]([OH:13])=[C:3]2[C:4]3[CH2:10][CH2:9][CH2:8][CH2:7][C:5]=3[S:6][C:2]2=[N:1][C:21]=1[CH3:22])=[O:26])[CH3:17]. Given the reactants [NH2:1][C:2]1[S:6][C:5]2[CH2:7][CH2:8][CH2:9][CH2:10][C:4]=2[C:3]=1[C:11]([O:13]CC)=O.[CH2:16]([O:18][C:19](=[O:26])[CH:20]=[C:21](OCC)[CH3:22])[CH3:17].O.C1(C)C=CC(S(O)(=O)=O)=CC=1.[O-]CC.[Na+], predict the reaction product. (3) Given the reactants [Si]([O:8][CH2:9][CH2:10][C@H:11]1[C:16]2[CH:17]=[CH:18][C:19]([N:21]=[C:22]([C:29]3[CH:34]=[CH:33][CH:32]=[CH:31][CH:30]=3)[C:23]3[CH:28]=[CH:27][CH:26]=[CH:25][CH:24]=3)=[CH:20][C:15]=2[CH2:14][CH2:13][O:12]1)(C(C)(C)C)(C)C.OCC[C@H]1C2C=CC(C(N)=O)=CC=2CCO1, predict the reaction product. The product is: [C:29]1([C:22](=[N:21][C:19]2[CH:18]=[CH:17][C:16]3[C@H:11]([CH2:10][CH2:9][OH:8])[O:12][CH2:13][CH2:14][C:15]=3[CH:20]=2)[C:23]2[CH:28]=[CH:27][CH:26]=[CH:25][CH:24]=2)[CH:34]=[CH:33][CH:32]=[CH:31][CH:30]=1. (4) The product is: [CH3:10][O:11][N:12]=[C:13]1[C:21]2[C:16](=[CH:17][C:18]([C:2]3[CH:6]=[CH:5][O:4][C:3]=3[C:7](=[O:9])[CH3:8])=[CH:19][CH:20]=2)[CH2:15][CH2:14]1. Given the reactants Br[C:2]1[CH:6]=[CH:5][O:4][C:3]=1[C:7](=[O:9])[CH3:8].[CH3:10][O:11][N:12]=[C:13]1[C:21]2[C:16](=[CH:17][C:18](B(O)O)=[CH:19][CH:20]=2)[CH2:15][CH2:14]1.C(=O)([O-])[O-].[Na+].[Na+].C1(P(C2C=CC=CC=2)C2C=CC=CC=2)C=CC=CC=1, predict the reaction product.